The task is: Regression. Given two drug SMILES strings and cell line genomic features, predict the synergy score measuring deviation from expected non-interaction effect.. This data is from NCI-60 drug combinations with 297,098 pairs across 59 cell lines. (1) Drug 1: C1=CN(C=N1)CC(O)(P(=O)(O)O)P(=O)(O)O. Drug 2: CCN(CC)CCCC(C)NC1=C2C=C(C=CC2=NC3=C1C=CC(=C3)Cl)OC. Cell line: RXF 393. Synergy scores: CSS=15.9, Synergy_ZIP=-4.73, Synergy_Bliss=-3.58, Synergy_Loewe=-4.50, Synergy_HSA=-1.90. (2) Drug 1: CN(CC1=CN=C2C(=N1)C(=NC(=N2)N)N)C3=CC=C(C=C3)C(=O)NC(CCC(=O)O)C(=O)O. Drug 2: C1CN1P(=S)(N2CC2)N3CC3. Cell line: CCRF-CEM. Synergy scores: CSS=68.4, Synergy_ZIP=-2.37, Synergy_Bliss=-6.27, Synergy_Loewe=-6.65, Synergy_HSA=-4.64. (3) Drug 1: CC1=C2C(C(=O)C3(C(CC4C(C3C(C(C2(C)C)(CC1OC(=O)C(C(C5=CC=CC=C5)NC(=O)OC(C)(C)C)O)O)OC(=O)C6=CC=CC=C6)(CO4)OC(=O)C)O)C)O. Drug 2: CC1CCCC2(C(O2)CC(NC(=O)CC(C(C(=O)C(C1O)C)(C)C)O)C(=CC3=CSC(=N3)C)C)C. Cell line: MDA-MB-435. Synergy scores: CSS=83.6, Synergy_ZIP=-0.351, Synergy_Bliss=-1.36, Synergy_Loewe=-1.16, Synergy_HSA=2.62. (4) Drug 1: CC1C(C(=O)NC(C(=O)N2CCCC2C(=O)N(CC(=O)N(C(C(=O)O1)C(C)C)C)C)C(C)C)NC(=O)C3=C4C(=C(C=C3)C)OC5=C(C(=O)C(=C(C5=N4)C(=O)NC6C(OC(=O)C(N(C(=O)CN(C(=O)C7CCCN7C(=O)C(NC6=O)C(C)C)C)C)C(C)C)C)N)C. Drug 2: CC1CCC2CC(C(=CC=CC=CC(CC(C(=O)C(C(C(=CC(C(=O)CC(OC(=O)C3CCCCN3C(=O)C(=O)C1(O2)O)C(C)CC4CCC(C(C4)OC)OCCO)C)C)O)OC)C)C)C)OC. Cell line: RPMI-8226. Synergy scores: CSS=9.55, Synergy_ZIP=3.08, Synergy_Bliss=5.89, Synergy_Loewe=6.47, Synergy_HSA=4.42. (5) Drug 1: CCC1=CC2CC(C3=C(CN(C2)C1)C4=CC=CC=C4N3)(C5=C(C=C6C(=C5)C78CCN9C7C(C=CC9)(C(C(C8N6C)(C(=O)OC)O)OC(=O)C)CC)OC)C(=O)OC.C(C(C(=O)O)O)(C(=O)O)O. Drug 2: CC1=CC=C(C=C1)C2=CC(=NN2C3=CC=C(C=C3)S(=O)(=O)N)C(F)(F)F. Cell line: ACHN. Synergy scores: CSS=28.7, Synergy_ZIP=-6.41, Synergy_Bliss=0.698, Synergy_Loewe=-8.13, Synergy_HSA=1.58. (6) Drug 1: C1=CC(=CC=C1CCCC(=O)O)N(CCCl)CCCl. Drug 2: CC1CCC2CC(C(=CC=CC=CC(CC(C(=O)C(C(C(=CC(C(=O)CC(OC(=O)C3CCCCN3C(=O)C(=O)C1(O2)O)C(C)CC4CCC(C(C4)OC)OCCO)C)C)O)OC)C)C)C)OC. Cell line: SF-295. Synergy scores: CSS=63.1, Synergy_ZIP=2.14, Synergy_Bliss=2.46, Synergy_Loewe=7.99, Synergy_HSA=8.81. (7) Drug 1: COC1=C2C(=CC3=C1OC=C3)C=CC(=O)O2. Drug 2: B(C(CC(C)C)NC(=O)C(CC1=CC=CC=C1)NC(=O)C2=NC=CN=C2)(O)O. Cell line: COLO 205. Synergy scores: CSS=53.1, Synergy_ZIP=-8.26, Synergy_Bliss=-12.0, Synergy_Loewe=-48.5, Synergy_HSA=-7.62. (8) Drug 1: C1CCN(CC1)CCOC2=CC=C(C=C2)C(=O)C3=C(SC4=C3C=CC(=C4)O)C5=CC=C(C=C5)O. Drug 2: C1=NC2=C(N=C(N=C2N1C3C(C(C(O3)CO)O)O)F)N. Cell line: HOP-62. Synergy scores: CSS=1.93, Synergy_ZIP=-0.426, Synergy_Bliss=1.20, Synergy_Loewe=-7.28, Synergy_HSA=-6.68. (9) Drug 1: CC1OCC2C(O1)C(C(C(O2)OC3C4COC(=O)C4C(C5=CC6=C(C=C35)OCO6)C7=CC(=C(C(=C7)OC)O)OC)O)O. Drug 2: CCN(CC)CCNC(=O)C1=C(NC(=C1C)C=C2C3=C(C=CC(=C3)F)NC2=O)C. Cell line: HCT116. Synergy scores: CSS=83.8, Synergy_ZIP=5.43, Synergy_Bliss=5.71, Synergy_Loewe=2.61, Synergy_HSA=10.6.